This data is from Full USPTO retrosynthesis dataset with 1.9M reactions from patents (1976-2016). The task is: Predict the reactants needed to synthesize the given product. (1) Given the product [CH2:21]([O:20][C:18]1[CH:17]=[CH:16][C:15]([S:28][C:29]2[CH:34]=[CH:33][C:32]([NH:35][C:36](=[O:38])[CH3:37])=[CH:31][CH:30]=2)=[C:14]([NH:13][C:2]2[C:3]3[C:8](=[N:7][C:6]([CH3:12])=[CH:5][CH:4]=3)[N:9]=[CH:10][CH:11]=2)[CH:19]=1)[C:22]1[CH:27]=[CH:26][CH:25]=[CH:24][CH:23]=1, predict the reactants needed to synthesize it. The reactants are: Cl[C:2]1[CH:11]=[CH:10][N:9]=[C:8]2[C:3]=1[CH:4]=[CH:5][C:6]([CH3:12])=[N:7]2.[NH2:13][C:14]1[CH:19]=[C:18]([O:20][CH2:21][C:22]2[CH:27]=[CH:26][CH:25]=[CH:24][CH:23]=2)[CH:17]=[CH:16][C:15]=1[S:28][C:29]1[CH:34]=[CH:33][C:32]([NH:35][C:36](=[O:38])[CH3:37])=[CH:31][CH:30]=1. (2) Given the product [CH2:1]([O:8][C:9]1[CH:14]=[CH:13][N:12]([C:17]2[NH:18][C:19]([C:23]([O:25][CH2:26][CH3:27])=[O:24])=[C:20]([CH3:22])[N:21]=2)[C:11](=[O:15])[CH:10]=1)[C:2]1[CH:3]=[CH:4][CH:5]=[CH:6][CH:7]=1, predict the reactants needed to synthesize it. The reactants are: [CH2:1]([O:8][C:9]1[CH:14]=[CH:13][NH:12][C:11](=[O:15])[CH:10]=1)[C:2]1[CH:7]=[CH:6][CH:5]=[CH:4][CH:3]=1.Br[C:17]1[NH:18][C:19]([C:23]([O:25][CH2:26][CH3:27])=[O:24])=[C:20]([CH3:22])[N:21]=1. (3) Given the product [Cl:1][C:2]1[CH:3]=[C:4]([NH:9][C:10]2[C:19]3[C:14](=[CH:15][C:16]([O:23][CH2:24][CH2:25][CH2:26][OH:27])=[C:17]([N+:20]([O-:22])=[O:21])[CH:18]=3)[N:13]=[CH:12][N:11]=2)[CH:5]=[CH:6][C:7]=1[F:8], predict the reactants needed to synthesize it. The reactants are: [Cl:1][C:2]1[CH:3]=[C:4]([NH:9][C:10]2[C:19]3[C:14](=[CH:15][C:16]([O:23][CH2:24][CH2:25][CH2:26][O:27][Si](C(C)(C)C)(C)C)=[C:17]([N+:20]([O-:22])=[O:21])[CH:18]=3)[N:13]=[CH:12][N:11]=2)[CH:5]=[CH:6][C:7]=1[F:8].[F-].C([N+](CCCC)(CCCC)CCCC)CCC.C(Cl)Cl.CO. (4) Given the product [CH3:1][O:2][C:3]([C:4]1[C:5]([CH3:6])=[N:7][O:17][C:9]=1[C:10]1[CH:15]=[CH:14][C:13]([Br:16])=[CH:12][CH:11]=1)=[O:18], predict the reactants needed to synthesize it. The reactants are: [CH3:1][O:2][C:3](=[O:18])[CH:4]([C:9](=[O:17])[C:10]1[CH:15]=[CH:14][C:13]([Br:16])=[CH:12][CH:11]=1)/[C:5](=[N:7]/C)/[CH3:6].Cl.NO. (5) Given the product [F:26][CH:25]([F:27])[N:10]1[C:6]([CH2:5][C:4]2[CH:18]=[CH:19][C:20]([N+:21]([O-:23])=[O:22])=[C:2]([CH3:1])[CH:3]=2)=[N:7][C:8]([C:11]([F:17])([F:16])[C:12]([F:13])([F:14])[F:15])=[N:9]1.[F:26][CH:25]([F:27])[N:9]1[C:8]([C:11]([F:17])([F:16])[C:12]([F:13])([F:14])[F:15])=[N:7][C:6]([CH2:5][C:4]2[CH:18]=[CH:19][C:20]([N+:21]([O-:23])=[O:22])=[C:2]([CH3:1])[CH:3]=2)=[N:10]1, predict the reactants needed to synthesize it. The reactants are: [CH3:1][C:2]1[CH:3]=[C:4]([CH:18]=[CH:19][C:20]=1[N+:21]([O-:23])=[O:22])[CH2:5][C:6]1[NH:10][N:9]=[C:8]([C:11]([F:17])([F:16])[C:12]([F:15])([F:14])[F:13])[N:7]=1.Cl[CH:25]([F:27])[F:26].C(=O)([O-])[O-].[K+].[K+].CN(C=O)C. (6) Given the product [CH3:1][O:2][C:3]1[CH:11]=[CH:10][C:9]([C:12]([F:15])([F:14])[F:13])=[CH:8][C:4]=1[C:5]([Cl:18])=[O:6], predict the reactants needed to synthesize it. The reactants are: [CH3:1][O:2][C:3]1[CH:11]=[CH:10][C:9]([C:12]([F:15])([F:14])[F:13])=[CH:8][C:4]=1[C:5](O)=[O:6].S(Cl)([Cl:18])=O. (7) Given the product [ClH:1].[C:2]1([NH2:11])[C:7]2[CH2:8][CH2:9][CH2:10][C:6]=2[CH:5]=[CH:4][N:3]=1, predict the reactants needed to synthesize it. The reactants are: [ClH:1].[C:2]1([NH:11]C(=O)OC(C)(C)C)[C:7]2[CH2:8][CH2:9][CH2:10][C:6]=2[CH:5]=[CH:4][N:3]=1.